Dataset: Full USPTO retrosynthesis dataset with 1.9M reactions from patents (1976-2016). Task: Predict the reactants needed to synthesize the given product. The reactants are: [OH:1][CH2:2][CH2:3][C:4]1[CH:21]=[CH:20][C:7]2[N:8]([CH2:17][O:18][CH3:19])[C:9](=[O:16])[C:10]3[CH:11]=[CH:12][CH:13]=[N:14][C:15]=3[C:6]=2[CH:5]=1.CC(OI1(OC(C)=O)(OC(C)=O)OC(=O)C2C=CC=CC1=2)=O.C(=O)(O)[O-].[Na+]. Given the product [CH3:19][O:18][CH2:17][N:8]1[C:7]2[CH:20]=[CH:21][C:4]([CH2:3][CH:2]=[O:1])=[CH:5][C:6]=2[C:15]2[N:14]=[CH:13][CH:12]=[CH:11][C:10]=2[C:9]1=[O:16], predict the reactants needed to synthesize it.